From a dataset of Forward reaction prediction with 1.9M reactions from USPTO patents (1976-2016). Predict the product of the given reaction. (1) Given the reactants [C:1]([NH:5][C:6]([N:8]1[CH2:12][CH2:11][C@H:10]([NH:13][C:14]2[CH:19]=[CH:18][C:17]([N+:20]([O-])=O)=[CH:16][N:15]=2)[CH2:9]1)=[O:7])([CH3:4])([CH3:3])[CH3:2], predict the reaction product. The product is: [C:1]([NH:5][C:6]([N:8]1[CH2:12][CH2:11][C@H:10]([NH:13][C:14]2[CH:19]=[CH:18][C:17]([NH2:20])=[CH:16][N:15]=2)[CH2:9]1)=[O:7])([CH3:4])([CH3:2])[CH3:3]. (2) Given the reactants CC1(C)O[C@@H](/C=C/C[N:10]2[C:19]3[CH:18]=[C:17]([CH3:20])[C:16]([CH3:21])=[C:15]4[C:22]([CH3:26])([CH3:25])[CH2:23][CH2:24][N:13]([C:14]=34)[C:12](=[O:27])[C:11]2=[O:28])CO1.C[N+]1([O-])CC[O:34][CH2:33][CH2:32]1.[C:38]([O:42]O)([CH3:41])([CH3:40])C.[OH:44]S([O-])(=O)=O.[Na+].[CH3:50][C:51]([CH3:53])=[O:52], predict the reaction product. The product is: [CH3:41][C:38]1([CH3:40])[O:42][C@@H:32]([C@@H:50]([OH:44])[C@H:51]([OH:52])[CH2:53][N:10]2[C:19]3[CH:18]=[C:17]([CH3:20])[C:16]([CH3:21])=[C:15]4[C:22]([CH3:25])([CH3:26])[CH2:23][CH2:24][N:13]([C:14]=34)[C:12](=[O:27])[C:11]2=[O:28])[CH2:33][O:34]1. (3) Given the reactants [NH:1]1[C:9]2[C:4](=[CH:5][CH:6]=[CH:7][CH:8]=2)[C:3](/[CH:10]=[CH:11]/[C:12]2[CH:17]=[CH:16][CH:15]=[CH:14][C:13]=2[N:18]2[CH:22]=[CH:21][C:20]([CH:23]=O)=[CH:19]2)=[N:2]1.[NH:25]1[CH2:30][CH2:29][O:28][CH2:27][CH2:26]1.C(O)(=O)C.[BH4-].[Na+], predict the reaction product. The product is: [N:25]1([CH2:23][C:20]2[CH:21]=[CH:22][N:18]([C:13]3[CH:14]=[CH:15][CH:16]=[CH:17][C:12]=3/[CH:11]=[CH:10]/[C:3]3[C:4]4[C:9](=[CH:8][CH:7]=[CH:6][CH:5]=4)[NH:1][N:2]=3)[CH:19]=2)[CH2:30][CH2:29][O:28][CH2:27][CH2:26]1. (4) Given the reactants [OH:1][C:2]1[CH:3]=[C:4]2[C:9](=[CH:10][CH:11]=1)[C:8](=[O:12])[N:7]([CH2:13][CH:14]([CH3:16])[CH3:15])[C:6]([CH2:17][NH:18][C:19](=[O:25])[O:20][C:21]([CH3:24])([CH3:23])[CH3:22])=[C:5]2[C:26]1[CH:31]=[CH:30][CH:29]=[CH:28][CH:27]=1.[H-].[Na+].Br[C:35]([CH3:41])([CH3:40])[C:36]([O:38][CH3:39])=[O:37].O, predict the reaction product. The product is: [C:21]([O:20][C:19]([NH:18][CH2:17][C:6]1[N:7]([CH2:13][CH:14]([CH3:16])[CH3:15])[C:8](=[O:12])[C:9]2[C:4]([C:5]=1[C:26]1[CH:27]=[CH:28][CH:29]=[CH:30][CH:31]=1)=[CH:3][C:2]([O:1][C:35]([CH3:41])([CH3:40])[C:36]([O:38][CH3:39])=[O:37])=[CH:11][CH:10]=2)=[O:25])([CH3:24])([CH3:22])[CH3:23]. (5) Given the reactants [Cl:1][C:2]1[CH:3]=[CH:4][C:5]([CH3:10])=[C:6]([CH:9]=1)[CH:7]=O.[Li+].[CH3:12][Si:13]([N-][Si:13]([CH3:15])([CH3:14])[CH3:12])([CH3:15])[CH3:14].C[Si](Cl)(C)C.[CH2:26]([N:28](CC)CC)[CH3:27].C(Cl)(=[O:35])C, predict the reaction product. The product is: [Cl:1][C:2]1[CH:3]=[CH:4][C:5]([CH3:10])=[C:6]([CH:7]=[N:28][C:26]([O:35][Si:13]([CH3:15])([CH3:14])[CH3:12])=[CH2:27])[CH:9]=1.